This data is from Catalyst prediction with 721,799 reactions and 888 catalyst types from USPTO. The task is: Predict which catalyst facilitates the given reaction. (1) Reactant: Cl[C:2]1[C:11]([O:12][CH3:13])=[N:10][C:9]2[C:4](=[CH:5][CH:6]=[C:7]([CH3:14])[CH:8]=2)[N:3]=1.[CH3:15][O:16][C:17]1[CH:24]=[C:23]([O:25][CH3:26])[CH:22]=[CH:21][C:18]=1[CH2:19][NH2:20].O. Product: [CH3:15][O:16][C:17]1[CH:24]=[C:23]([O:25][CH3:26])[CH:22]=[CH:21][C:18]=1[CH2:19][NH:20][C:2]1[C:11]([O:12][CH3:13])=[N:10][C:9]2[C:4](=[CH:5][CH:6]=[C:7]([CH3:14])[CH:8]=2)[N:3]=1. The catalyst class is: 16. (2) Reactant: [Br:1][C:2]1[CH:3]=[CH:4][C:5](CO)=[N:6][CH:7]=1.[C:10]([Si:14](Cl)(C)C)([CH3:13])([CH3:12])[CH3:11].N1C=CN=[CH:19]1.C([O:26][CH2:27][CH3:28])(=O)C. Product: [Br:1][C:2]1[CH:3]=[CH:4][C:5]([C:27]([CH3:28])([CH3:19])[O:26][SiH2:14][C:10]([CH3:13])([CH3:12])[CH3:11])=[N:6][CH:7]=1. The catalyst class is: 18. (3) Reactant: [CH3:1][O:2][C:3](=[O:12])[C:4]1[CH:9]=[CH:8][C:7]([NH2:10])=[C:6]([OH:11])[CH:5]=1.C(=O)([O-])[O-].[Cs+].[Cs+].I[CH:20]([CH3:22])[CH3:21]. Product: [CH3:1][O:2][C:3](=[O:12])[C:4]1[CH:9]=[CH:8][C:7]([NH2:10])=[C:6]([O:11][CH:20]([CH3:22])[CH3:21])[CH:5]=1. The catalyst class is: 21.